Dataset: Full USPTO retrosynthesis dataset with 1.9M reactions from patents (1976-2016). Task: Predict the reactants needed to synthesize the given product. (1) Given the product [CH2:1]([NH:3][C:4]([CH:6]1[N:19]([C:30](=[O:31])[C:29]2[CH:33]=[CH:34][C:26]([F:25])=[CH:27][CH:28]=2)[CH:18]=[C:17]([C:20]([O:22][CH2:23][CH3:24])=[O:21])[C:9]2[NH:10][C:11]3[CH:12]=[CH:13][CH:14]=[CH:15][C:16]=3[C:8]=2[CH2:7]1)=[O:5])[CH3:2], predict the reactants needed to synthesize it. The reactants are: [CH2:1]([NH:3][C:4]([CH:6]1[NH:19][CH:18]=[C:17]([C:20]([O:22][CH2:23][CH3:24])=[O:21])[C:9]2[NH:10][C:11]3[CH:12]=[CH:13][CH:14]=[CH:15][C:16]=3[C:8]=2[CH2:7]1)=[O:5])[CH3:2].[F:25][C:26]1[CH:34]=[CH:33][C:29]([C:30](Cl)=[O:31])=[CH:28][CH:27]=1. (2) Given the product [C:1]([C:3]([C:6]1[CH:7]=[C:8]([CH:31]=[CH:32][CH:33]=1)[C:9]([NH:11][C:12]1[CH:13]=[CH:14][C:15]([CH3:30])=[C:16]([NH:18][C:19]([C:21]2[CH:22]=[N:23][CH:24]=[C:25]([C:26]([NH:38][CH3:37])=[O:28])[CH:29]=2)=[O:20])[CH:17]=1)=[O:10])([CH3:4])[CH3:5])#[N:2], predict the reactants needed to synthesize it. The reactants are: [C:1]([C:3]([C:6]1[CH:7]=[C:8]([CH:31]=[CH:32][CH:33]=1)[C:9]([NH:11][C:12]1[CH:13]=[CH:14][C:15]([CH3:30])=[C:16]([NH:18][C:19]([C:21]2[CH:22]=[N:23][CH:24]=[C:25]([CH:29]=2)[C:26]([OH:28])=O)=[O:20])[CH:17]=1)=[O:10])([CH3:5])[CH3:4])#[N:2].Cl.CN.[CH3:37][N:38](C(ON1N=NC2C=CC=NC1=2)=[N+](C)C)C.F[P-](F)(F)(F)(F)F.CCN(C(C)C)C(C)C. (3) Given the product [CH3:4][O:5][C:6]1[CH:11]=[CH:10][CH:9]=[CH:8][C:7]=1[CH2:12][C:13]([CH3:1])([OH:15])[CH3:14], predict the reactants needed to synthesize it. The reactants are: [CH3:1][Mg]Br.[CH3:4][O:5][C:6]1[CH:11]=[CH:10][CH:9]=[CH:8][C:7]=1[CH2:12][C:13](=[O:15])[CH3:14].[Cl-].[NH4+]. (4) Given the product [CH3:11][N+:2]1[CH2:3][CH2:4][C:5]2[C:10](=[CH:9][CH:8]=[CH:7][CH:6]=2)[CH:1]=1.[CH3:22][C:19]1[CH:20]=[CH:21][C:16]([S:13]([OH:15])(=[O:14])=[O:12])=[CH:17][CH:18]=1, predict the reactants needed to synthesize it. The reactants are: [CH:1]1[C:10]2[C:5](=[CH:6][CH:7]=[CH:8][CH:9]=2)[CH2:4][CH2:3][N:2]=1.[CH3:11][O:12][S:13]([C:16]1[CH:21]=[CH:20][C:19]([CH3:22])=[CH:18][CH:17]=1)(=[O:15])=[O:14]. (5) Given the product [OH:8][CH2:9][C@@H:10]1[C@@H:14]([O:15][Si:16]([CH:23]([CH3:24])[CH3:25])([CH:17]([CH3:18])[CH3:19])[CH:20]([CH3:22])[CH3:21])[CH2:13][C@H:12]([NH:26][C:27](=[O:33])[O:28][C:29]([CH3:32])([CH3:31])[CH3:30])[CH2:11]1, predict the reactants needed to synthesize it. The reactants are: [Si]([O:8][CH2:9][C@@H:10]1[C@@H:14]([O:15][Si:16]([CH:23]([CH3:25])[CH3:24])([CH:20]([CH3:22])[CH3:21])[CH:17]([CH3:19])[CH3:18])[CH2:13][C@H:12]([NH:26][C:27](=[O:33])[O:28][C:29]([CH3:32])([CH3:31])[CH3:30])[CH2:11]1)(C(C)(C)C)(C)C.Cl. (6) Given the product [CH2:8]([NH:11][C:12]1[CH:17]=[CH:16][C:15]([C:18]2([C:21]([O:23][C:24]([CH3:27])([CH3:26])[CH3:25])=[O:22])[CH2:19][CH2:20]2)=[CH:14][CH:13]=1)[CH:9]=[CH2:10], predict the reactants needed to synthesize it. The reactants are: C(NCC=C)C=C.[CH2:8]([N:11](CC=C)[C:12]1[CH:17]=[CH:16][C:15]([C:18]2([C:21]([O:23][C:24]([CH3:27])([CH3:26])[CH3:25])=[O:22])[CH2:20][CH2:19]2)=[CH:14][CH:13]=1)[CH:9]=[CH2:10]. (7) Given the product [CH:1]1([N:8]2[C:9](=[O:10])[C:11]3[O:15][N:14]=[C:13]([C:16]4[CH:17]=[CH:18][CH:19]=[CH:20][CH:21]=4)[C:12]=3[N:22]=[CH:23]2)[CH2:7][CH2:6][CH2:5][CH2:4][CH2:3][CH2:2]1, predict the reactants needed to synthesize it. The reactants are: [CH:1]1([NH:8][C:9]([C:11]2[O:15][N:14]=[C:13]([C:16]3[CH:21]=[CH:20][CH:19]=[CH:18][CH:17]=3)[C:12]=2[NH2:22])=[O:10])[CH2:7][CH2:6][CH2:5][CH2:4][CH2:3][CH2:2]1.[CH3:23]C1C=CC(S(O)(=O)=O)=CC=1.C(OC(OCC)OCC)C.